This data is from Catalyst prediction with 721,799 reactions and 888 catalyst types from USPTO. The task is: Predict which catalyst facilitates the given reaction. Reactant: [Cl:1][C:2]1[CH:9]=[C:8]([O:10][CH2:11][C:12]2[S:16][C:15]([C:17]3[CH:22]=[CH:21][C:20]([C:23]([F:26])([F:25])[F:24])=[CH:19][CH:18]=3)=[N:14][C:13]=2[CH2:27][O:28]C2CCCCO2)[CH:7]=[CH:6][C:3]=1[C:4]#[N:5].O.C1(C)C=CC(S(O)(=O)=O)=CC=1. Product: [Cl:1][C:2]1[CH:9]=[C:8]([O:10][CH2:11][C:12]2[S:16][C:15]([C:17]3[CH:22]=[CH:21][C:20]([C:23]([F:24])([F:26])[F:25])=[CH:19][CH:18]=3)=[N:14][C:13]=2[CH2:27][OH:28])[CH:7]=[CH:6][C:3]=1[C:4]#[N:5]. The catalyst class is: 5.